Dataset: Reaction yield outcomes from USPTO patents with 853,638 reactions. Task: Predict the reaction yield, written as a fraction of the theoretical maximum amount of product (1.0 means a 100% yield; for example, 0.34 means a 34% yield). (1) The catalyst is C(OCC)(=O)C. The reactants are [Br:1][C:2]1[CH:7]=[CH:6][C:5]([C:8]2[N:9]=[C:10](O)[C:11]3[CH2:16][O:15][C:14]([CH3:18])([CH3:17])[C:12]=3[N:13]=2)=[CH:4][CH:3]=1.P(Cl)(Cl)([Cl:22])=O.C(=O)([O-])[O-].[Na+].[Na+]. The product is [Br:1][C:2]1[CH:7]=[CH:6][C:5]([C:8]2[N:9]=[C:10]([Cl:22])[C:11]3[CH2:16][O:15][C:14]([CH3:18])([CH3:17])[C:12]=3[N:13]=2)=[CH:4][CH:3]=1. The yield is 1.00. (2) The reactants are Br[C:2]1[C:11]2[C:6](=[CH:7][C:8]([O:14][CH3:15])=[C:9]([O:12][CH3:13])[CH:10]=2)[N:5]=[CH:4][CH:3]=1.C([Li])CCC.[Br:21][C:22]1[CH:29]=[CH:28][C:25]([CH:26]=[O:27])=[C:24]([F:30])[CH:23]=1.[Cl-].[NH4+]. The product is [Br:21][C:22]1[CH:29]=[CH:28][C:25]([CH:26]([C:2]2[C:11]3[C:6](=[CH:7][C:8]([O:14][CH3:15])=[C:9]([O:12][CH3:13])[CH:10]=3)[N:5]=[CH:4][CH:3]=2)[OH:27])=[C:24]([F:30])[CH:23]=1. The catalyst is C1COCC1. The yield is 0.520. (3) The reactants are [F:1][C:2]1[CH:3]=[C:4]2[C:8](=[CH:9][C:10]=1[F:11])[NH:7][CH:6]=[C:5]2[I:12].[H-].[Na+].[C:15]1([S:21](Cl)(=[O:23])=[O:22])[CH:20]=[CH:19][CH:18]=[CH:17][CH:16]=1. The catalyst is C1COCC1. The product is [F:1][C:2]1[CH:3]=[C:4]2[C:8](=[CH:9][C:10]=1[F:11])[N:7]([S:21]([C:15]1[CH:20]=[CH:19][CH:18]=[CH:17][CH:16]=1)(=[O:23])=[O:22])[CH:6]=[C:5]2[I:12]. The yield is 0.720. (4) The reactants are Br[CH2:2][C:3]1[CH:8]=[CH:7][CH:6]=[C:5]([N+:9]([O-:11])=[O:10])[C:4]=1[F:12].[CH3:13][C:14]1[C:15]2[CH:22]=[CH:21][C:20]([O:23][C:24]3[N:29]=[CH:28][CH:27]=[CH:26][N:25]=3)=[CH:19][C:16]=2[S:17][CH:18]=1. The catalyst is ClCCl.[Cl-].[Zn+2].[Cl-]. The product is [F:12][C:4]1[C:5]([N+:9]([O-:11])=[O:10])=[CH:6][CH:7]=[CH:8][C:3]=1[CH2:2][C:18]1[S:17][C:16]2[CH:19]=[C:20]([O:23][C:24]3[N:29]=[CH:28][CH:27]=[CH:26][N:25]=3)[CH:21]=[CH:22][C:15]=2[C:14]=1[CH3:13]. The yield is 0.360. (5) The reactants are [C:1]([CH2:3][C:4]1[CH:5]=[C:6]([CH:11]=[CH:12][CH:13]=1)[C:7]([O:9][CH3:10])=[O:8])#[N:2].[H-].[Na+].Br[CH2:17][CH2:18]Br. The catalyst is CS(C)=O. The product is [C:1]([C:3]1([C:4]2[CH:5]=[C:6]([CH:11]=[CH:12][CH:13]=2)[C:7]([O:9][CH3:10])=[O:8])[CH2:18][CH2:17]1)#[N:2]. The yield is 0.760. (6) The reactants are [N:1]1([C:5]([C:7]2[CH:12]=[CH:11][C:10]([O:13][C:14]3[CH:15]=[C:16]([CH:27]=[C:28]([O:30][C@@H:31]([CH3:34])[CH2:32][OH:33])[CH:29]=3)[C:17]([NH:19][C:20]3[CH:24]=[CH:23][N:22]([CH2:25][CH3:26])[N:21]=3)=[O:18])=[C:9](Cl)[CH:8]=2)=[O:6])[CH2:4][CH2:3][CH2:2]1.C(N(CC)CC)C. The catalyst is C1COCC1.CO. The product is [N:1]1([C:5]([C:7]2[CH:8]=[CH:9][C:10]([O:13][C:14]3[CH:15]=[C:16]([CH:27]=[C:28]([O:30][C@@H:31]([CH3:34])[CH2:32][OH:33])[CH:29]=3)[C:17]([NH:19][C:20]3[CH:24]=[CH:23][N:22]([CH2:25][CH3:26])[N:21]=3)=[O:18])=[CH:11][CH:12]=2)=[O:6])[CH2:4][CH2:3][CH2:2]1. The yield is 0.730. (7) The reactants are [P:1]([O:11][CH2:12][C:13]1[C:18]([CH2:19][OH:20])=[CH:17][CH:16]=[CH:15][C:14]=1[Cl:21])([O:7][CH2:8][CH:9]=[CH2:10])([O:3][CH2:4][CH:5]=[CH2:6])=[O:2].CC(C)=[O:24].OS(O)(=O)=O.O=[Cr](=O)=O.S(=O)(=O)(O)O.CC(O)C. The catalyst is CC(C)=O.O. The product is [CH2:4]([O:3][P:1]([O:11][CH2:12][C:13]1[C:14]([Cl:21])=[CH:15][CH:16]=[CH:17][C:18]=1[C:19]([OH:24])=[O:20])([O:7][CH2:8][CH:9]=[CH2:10])=[O:2])[CH:5]=[CH2:6]. The yield is 0.760. (8) The reactants are [N:1]1[C:6]2[NH:7][CH:8]=[CH:9][C:5]=2[C:4](O)=[N:3][CH:2]=1.P(Cl)(Cl)([Cl:13])=O.Cl.[OH-].[Na+].C(=O)([O-])[O-].[K+].[K+]. No catalyst specified. The product is [Cl:13][C:4]1[C:5]2[CH:9]=[CH:8][NH:7][C:6]=2[N:1]=[CH:2][N:3]=1. The yield is 0.678.